Dataset: Full USPTO retrosynthesis dataset with 1.9M reactions from patents (1976-2016). Task: Predict the reactants needed to synthesize the given product. (1) The reactants are: COC1C=C(OC)C=CC=1C[NH:6][C:7]1[S:11][C:10]([C:12]([O:14][CH3:15])=[O:13])=[CH:9][C:8]=1[N+:16]([O-:18])=[O:17]. Given the product [NH2:6][C:7]1[S:11][C:10]([C:12]([O:14][CH3:15])=[O:13])=[CH:9][C:8]=1[N+:16]([O-:18])=[O:17], predict the reactants needed to synthesize it. (2) Given the product [CH3:18][O:17][C:13](=[O:16])/[CH:14]=[CH:15]/[C:2]1[CH:3]=[C:4]([F:12])[CH:5]=[C:6]2[C:10]=1[NH:9][CH:8]=[C:7]2[CH3:11], predict the reactants needed to synthesize it. The reactants are: Br[C:2]1[CH:3]=[C:4]([F:12])[CH:5]=[C:6]2[C:10]=1[NH:9][CH:8]=[C:7]2[CH3:11].[C:13]([O:17][CH3:18])(=[O:16])[CH:14]=[CH2:15].C1(C)C=CC=CC=1P(C1C=CC=CC=1C)C1C=CC=CC=1C. (3) Given the product [C:50]([O:49][C:45](=[O:48])[CH2:46][CH2:47][N:8]1[CH2:13][CH2:12][N:11]([C:14]2[CH:15]=[N:16][C:17]([O:20][CH2:21][C:22]3[CH:27]=[CH:26][C:25]([CH:28]4[CH2:29][CH2:30][CH2:31][CH2:32][CH2:33]4)=[C:24]([C:34]([F:37])([F:35])[F:36])[CH:23]=3)=[CH:18][CH:19]=2)[CH2:10][CH2:9]1)([CH3:53])([CH3:52])[CH3:51], predict the reactants needed to synthesize it. The reactants are: C(OC([N:8]1[CH2:13][CH2:12][N:11]([C:14]2[CH:15]=[N:16][C:17]([O:20][CH2:21][C:22]3[CH:27]=[CH:26][C:25]([CH:28]4[CH2:33][CH2:32][CH2:31][CH2:30][CH2:29]4)=[C:24]([C:34]([F:37])([F:36])[F:35])[CH:23]=3)=[CH:18][CH:19]=2)[CH2:10][CH2:9]1)=O)(C)(C)C.FC(F)(F)C(O)=O.[C:45]([O:49][C:50]([CH3:53])([CH3:52])[CH3:51])(=[O:48])[CH:46]=[CH2:47].CCN(C(C)C)C(C)C.C([O-])(O)=O.[Na+]. (4) Given the product [CH3:1][N:2]([CH3:11])[S:3]([N:6]1[CH:10]=[C:9]([CH:35]([OH:36])[C:26]2[CH:27]=[CH:28][C:29]3[C:34](=[CH:33][CH:32]=[CH:31][CH:30]=3)[CH:25]=2)[N:8]=[C:7]1[Si:17]([C:20]([CH3:23])([CH3:22])[CH3:21])([CH3:19])[CH3:18])(=[O:4])=[O:5], predict the reactants needed to synthesize it. The reactants are: [CH3:1][N:2]([CH3:11])[S:3]([N:6]1[CH:10]=[CH:9][N:8]=[CH:7]1)(=[O:5])=[O:4].[Li]CCCC.[Si:17](Cl)([C:20]([CH3:23])([CH3:22])[CH3:21])([CH3:19])[CH3:18].[CH:25]1[C:34]2[C:29](=[CH:30][CH:31]=[CH:32][CH:33]=2)[CH:28]=[CH:27][C:26]=1[CH:35]=[O:36]. (5) Given the product [I:1][C:2]1[CH:3]=[C:4]2[C:9](=[CH:10][CH:11]=1)[NH:8][N:7]=[C:6]([C:12]([OH:14])=[O:13])[C:5]2=[O:17], predict the reactants needed to synthesize it. The reactants are: [I:1][C:2]1[CH:3]=[C:4]2[C:9](=[CH:10][CH:11]=1)[NH:8][N:7]=[C:6]([C:12]([O:14]CC)=[O:13])[C:5]2=[O:17].[OH-].[Na+].Cl. (6) Given the product [CH3:1][C@H:2]1[CH2:7][C@@H:6]([CH3:8])[CH2:5][N:4]([C:9]([C@@H:11]2[CH2:19][C:18]3[C:13](=[CH:14][CH:15]=[CH:16][CH:17]=3)[N:12]2[C:21]2[S:22][CH:23]=[CH:24][N:25]=2)=[O:10])[CH2:3]1, predict the reactants needed to synthesize it. The reactants are: [CH3:1][C@H:2]1[CH2:7][C@@H:6]([CH3:8])[CH2:5][N:4]([C:9]([C@@H:11]2[CH2:19][C:18]3[C:13](=[CH:14][CH:15]=[CH:16][CH:17]=3)[NH:12]2)=[O:10])[CH2:3]1.Br[C:21]1[S:22][CH:23]=[CH:24][N:25]=1.CC(C)([O-])C.[Na+].C(OCC)(=O)C. (7) Given the product [CH3:43][O:18][C:16](=[O:17])[CH2:15][C:4]1[CH:3]=[C:2]([C:33]2[CH:32]=[CH:31][CH:30]=[C:27]([CH:28]=[O:29])[C:26]=2[O:25][CH2:24][O:23][CH2:22][CH2:21][O:20][CH3:19])[C:7]([O:8][CH2:9][O:10][CH2:11][CH2:12][O:13][CH3:14])=[CH:6][CH:5]=1, predict the reactants needed to synthesize it. The reactants are: Br[C:2]1[CH:3]=[C:4]([CH2:15][C:16]([O-:18])=[O:17])[CH:5]=[CH:6][C:7]=1[O:8][CH2:9][O:10][CH2:11][CH2:12][O:13][CH3:14].[CH3:19][O:20][CH2:21][CH2:22][O:23][CH2:24][O:25][C:26]1[C:33](B2OC(C)(C)C(C)(C)O2)=[CH:32][CH:31]=[CH:30][C:27]=1[CH:28]=[O:29].[C:43]1(C)C=CC=CC=1. (8) Given the product [C:15]([O:14][C:12]([NH:6][C@H:5]([CH2:10][CH2:9][CH2:8][C:7]([C:23]1[CH:22]=[CH:21][C:20]([F:19])=[C:25]([F:26])[CH:24]=1)=[O:11])[C:3]([O:2][CH3:1])=[O:4])=[O:13])([CH3:18])([CH3:17])[CH3:16], predict the reactants needed to synthesize it. The reactants are: [CH3:1][O:2][C:3]([C@H:5]1[CH2:10][CH2:9][CH2:8][C:7](=[O:11])[N:6]1[C:12]([O:14][C:15]([CH3:18])([CH3:17])[CH3:16])=[O:13])=[O:4].[F:19][C:20]1[CH:21]=[C:22]([Mg]Br)[CH:23]=[CH:24][C:25]=1[F:26].[Cl-].[NH4+].C(OCC)(=O)C. (9) Given the product [C:1]([O:5][C:6]([N:8]1[CH2:12][C@@H:11]([CH2:13][N:14]([CH:15]([CH3:16])[CH3:17])[C:41]([C:38]2[CH:39]=[C:40]3[C:35]([C:34]([CH3:44])=[CH:33][N:32]3[CH2:31][CH2:30][CH2:29][O:28][CH3:27])=[CH:36][CH:37]=2)=[O:42])[C@H:10]([C:18]([CH3:26])([CH3:25])[O:19][SiH2:20][C:21]([CH3:24])([CH3:23])[CH3:22])[CH2:9]1)=[O:7])([CH3:4])([CH3:2])[CH3:3], predict the reactants needed to synthesize it. The reactants are: [C:1]([O:5][C:6]([N:8]1[CH2:12][C@@H:11]([CH2:13][NH:14][CH:15]([CH3:17])[CH3:16])[C@H:10]([C:18]([CH3:26])([CH3:25])[O:19][SiH2:20][C:21]([CH3:24])([CH3:23])[CH3:22])[CH2:9]1)=[O:7])([CH3:4])([CH3:3])[CH3:2].[CH3:27][O:28][CH2:29][CH2:30][CH2:31][N:32]1[C:40]2[C:35](=[CH:36][CH:37]=[C:38]([C:41](O)=[O:42])[CH:39]=2)[C:34]([CH3:44])=[CH:33]1.O=C1N(P(Cl)(N2CCOC2=O)=O)CCO1.C(N(CC)CC)C.